Dataset: Reaction yield outcomes from USPTO patents with 853,638 reactions. Task: Predict the reaction yield, written as a fraction of the theoretical maximum amount of product (1.0 means a 100% yield; for example, 0.34 means a 34% yield). (1) The reactants are [Cl:1][C:2]1[CH:7]=[CH:6][C:5]([NH:8][C:9]2[CH:16]=[CH:15][CH:14]=[CH:13][C:10]=2[C:11]#[N:12])=[C:4]([N+:17]([O-])=O)[CH:3]=1. The catalyst is C(O)C.Cl. The product is [ClH:1].[Cl:1][C:2]1[CH:7]=[CH:6][C:5]2[NH:8][C:9]3[CH:16]=[CH:15][CH:14]=[CH:13][C:10]=3[C:11]([NH2:12])=[N:17][C:4]=2[CH:3]=1. The yield is 0.720. (2) The reactants are [CH:1]([C:4]1[O:5][CH:6]=[C:7]([CH2:9][N:10]2[CH2:15][CH2:14][N:13]([C:16](OC(C)(C)C)=O)[CH2:12][CH2:11]2)[N:8]=1)([CH3:3])[CH3:2].C(O)(C(F)(F)F)=O.[Br:30][C:31]1C(Cl)=[C:33]([N+:38]([O-:40])=[O:39])[C:34]([NH2:37])=[N:35][CH:36]=1. The catalyst is C(Cl)Cl. The product is [Br:30][C:31]1[C:16]([N:13]2[CH2:12][CH2:11][N:10]([CH2:9][C:7]3[N:8]=[C:4]([CH:1]([CH3:2])[CH3:3])[O:5][CH:6]=3)[CH2:15][CH2:14]2)=[C:33]([N+:38]([O-:40])=[O:39])[C:34]([NH2:37])=[N:35][CH:36]=1. The yield is 0.530.